From a dataset of NCI-60 drug combinations with 297,098 pairs across 59 cell lines. Regression. Given two drug SMILES strings and cell line genomic features, predict the synergy score measuring deviation from expected non-interaction effect. Drug 1: CCC1=CC2CC(C3=C(CN(C2)C1)C4=CC=CC=C4N3)(C5=C(C=C6C(=C5)C78CCN9C7C(C=CC9)(C(C(C8N6C)(C(=O)OC)O)OC(=O)C)CC)OC)C(=O)OC.C(C(C(=O)O)O)(C(=O)O)O. Drug 2: CS(=O)(=O)CCNCC1=CC=C(O1)C2=CC3=C(C=C2)N=CN=C3NC4=CC(=C(C=C4)OCC5=CC(=CC=C5)F)Cl. Cell line: HOP-92. Synergy scores: CSS=37.2, Synergy_ZIP=0.992, Synergy_Bliss=4.20, Synergy_Loewe=-8.91, Synergy_HSA=5.10.